From a dataset of Forward reaction prediction with 1.9M reactions from USPTO patents (1976-2016). Predict the product of the given reaction. Given the reactants [CH3:1][S:2][CH2:3][CH2:4][CH2:5][O:6][C:7]1[CH:12]=[CH:11][C:10]([S:13]([N:16]2[CH:25]([C:26]([O:28]C(C)(C)C)=[O:27])[CH2:24][C:23]3[C:18](=[N:19][CH:20]=[CH:21][N:22]=3)[CH2:17]2)(=[O:15])=[O:14])=[CH:9][CH:8]=1, predict the reaction product. The product is: [CH3:1][S:2][CH2:3][CH2:4][CH2:5][O:6][C:7]1[CH:12]=[CH:11][C:10]([S:13]([N:16]2[CH:25]([C:26]([OH:28])=[O:27])[CH2:24][C:23]3[C:18](=[N:19][CH:20]=[CH:21][N:22]=3)[CH2:17]2)(=[O:15])=[O:14])=[CH:9][CH:8]=1.